Dataset: Forward reaction prediction with 1.9M reactions from USPTO patents (1976-2016). Task: Predict the product of the given reaction. (1) Given the reactants C([O:8][C@@H:9]1[C@@H:14]([O:15]CC2C=CC=CC=2)[C@H:13]([O:23]CC2C=CC=CC=2)[C@@H:12]([CH2:31][O:32]CC2C=CC=CC=2)[O:11][C@:10]21[C:48]1[C:43](=[CH:44][C:45]([Cl:58])=[C:46]([CH2:49][C:50]3[CH:55]=[CH:54][C:53]([CH2:56][CH3:57])=[CH:52][CH:51]=3)[CH:47]=1)[O:42][C:41]([CH3:60])([OH:59])[CH2:40]2)C1C=CC=CC=1.[H][H], predict the reaction product. The product is: [Cl:58][C:45]1[CH:44]=[C:43]2[O:42][C:41]([CH3:60])([OH:59])[CH2:40][C@@:10]3([C@H:9]([OH:8])[C@@H:14]([OH:15])[C@H:13]([OH:23])[C@@H:12]([CH2:31][OH:32])[O:11]3)[C:48]2=[CH:47][C:46]=1[CH2:49][C:50]1[CH:51]=[CH:52][C:53]([CH2:56][CH3:57])=[CH:54][CH:55]=1. (2) Given the reactants [F:1][C:2]1[CH:3]=[C:4]([CH:6]=[CH:7][CH:8]=1)[NH2:5].[C:9](OC(=O)C)(=[O:11])[CH3:10], predict the reaction product. The product is: [F:1][C:2]1[CH:3]=[C:4]([NH:5][C:9](=[O:11])[CH3:10])[CH:6]=[CH:7][CH:8]=1. (3) The product is: [Cl:21][C:22]1[CH:44]=[C:43]([F:45])[C:42]([C:46]2[CH:51]=[CH:50][CH:49]=[CH:48][N:47]=2)=[CH:41][C:23]=1[C:24]([NH:26][C:27]1[N:31]([C:32]2[CH:37]=[CH:36][CH:35]=[CH:34][CH:33]=2)[N:30]=[C:29]([C:38]([NH:64][CH2:63][CH2:61][OH:62])=[O:40])[CH:28]=1)=[O:25]. Given the reactants [B-](F)(F)(F)F.CN(C(ON1C(=O)C=CC=C1)=[N+](C)C)C.[Cl:21][C:22]1[CH:44]=[C:43]([F:45])[C:42]([C:46]2[CH:51]=[CH:50][CH:49]=[CH:48][N:47]=2)=[CH:41][C:23]=1[C:24]([NH:26][C:27]1[N:31]([C:32]2[CH:37]=[CH:36][CH:35]=[CH:34][CH:33]=2)[N:30]=[C:29]([C:38]([OH:40])=O)[CH:28]=1)=[O:25].C(N(CC)C(C)C)(C)C.[CH2:61]([CH2:63][NH2:64])[OH:62], predict the reaction product. (4) Given the reactants [Cl:1][CH2:2][CH2:3][CH2:4][O:5][C:6]1[CH:11]=[CH:10][CH:9]=[CH:8][C:7]=1[NH:12][C:13]1[N:21]=[C:20]([Cl:22])[N:19]=[C:18]2[C:14]=1[N:15]=[CH:16][NH:17]2.Br[CH:24]1[CH2:28][CH2:27][CH2:26][CH2:25]1.C(=O)([O-])[O-].[K+].[K+], predict the reaction product. The product is: [Cl:1][CH2:2][CH2:3][CH2:4][O:5][C:6]1[CH:11]=[CH:10][CH:9]=[CH:8][C:7]=1[NH:12][C:13]1[N:21]=[C:20]([Cl:22])[N:19]=[C:18]2[C:14]=1[N:15]=[CH:16][N:17]2[CH:24]1[CH2:28][CH2:27][CH2:26][CH2:25]1. (5) The product is: [CH3:1][C:2]1[N:7]=[C:6]([S:8][CH2:17][C:18]2[CH:27]=[N:26][C:25]3[C:20](=[CH:21][CH:22]=[CH:23][CH:24]=3)[N:19]=2)[N:5]=[C:4]([OH:9])[CH:3]=1. Given the reactants [CH3:1][C:2]1[N:7]=[C:6]([SH:8])[N:5]=[C:4]([OH:9])[CH:3]=1.C(=O)([O-])[O-].[K+].[K+].Br[CH2:17][C:18]1[CH:27]=[N:26][C:25]2[C:20](=[CH:21][CH:22]=[CH:23][CH:24]=2)[N:19]=1, predict the reaction product. (6) Given the reactants [F:1][C:2]1[C:7]([O:8][CH3:9])=[CH:6][C:5]([O:10][CH3:11])=[C:4]([F:12])[C:3]=1[NH2:13].[CH:14]1([NH:19][C:20]2[C:25]([CH:26]=O)=[CH:24][N:23]=[C:22]([S:28][CH3:29])[N:21]=2)[CH2:18][CH2:17][CH2:16][CH2:15]1.C12(CS(O)(=O)=O)C(C)(C)C(CC1)CC2=O, predict the reaction product. The product is: [CH:14]1([NH:19][C:20]2[C:25]([CH:26]=[N:13][C:3]3[C:2]([F:1])=[C:7]([O:8][CH3:9])[CH:6]=[C:5]([O:10][CH3:11])[C:4]=3[F:12])=[CH:24][N:23]=[C:22]([S:28][CH3:29])[N:21]=2)[CH2:15][CH2:16][CH2:17][CH2:18]1. (7) Given the reactants [C:1]([C:5]1[CH:9]=[C:8]([N:10]=[C:11]=[O:12])[N:7]([C:13]2[CH:18]=[CH:17][CH:16]=[CH:15][CH:14]=2)[N:6]=1)([CH3:4])([CH3:3])[CH3:2].[NH2:19][C:20]1[CH:38]=[CH:37][C:23]([O:24][C:25]2[C:34]3[NH:33][C:32](=[O:35])[C:31]([CH3:36])=[N:30][C:29]=3[N:28]=[CH:27][CH:26]=2)=[CH:22][C:21]=1[F:39], predict the reaction product. The product is: [C:1]([C:5]1[CH:9]=[C:8]([NH:10][C:11]([NH:19][C:20]2[CH:38]=[CH:37][C:23]([O:24][C:25]3[C:34]4[NH:33][C:32](=[O:35])[C:31]([CH3:36])=[N:30][C:29]=4[N:28]=[CH:27][CH:26]=3)=[CH:22][C:21]=2[F:39])=[O:12])[N:7]([C:13]2[CH:18]=[CH:17][CH:16]=[CH:15][CH:14]=2)[N:6]=1)([CH3:4])([CH3:2])[CH3:3]. (8) The product is: [ClH:17].[ClH:17].[NH2:1][CH2:2][C:3]1[CH:8]=[CH:7][C:6]([CH2:9][CH2:10][NH2:11])=[CH:5][C:4]=1[F:12].[F:12][C:4]1[CH:5]=[C:6]([CH2:9][CH2:10][NH:11][S:14]([CH3:13])(=[O:16])=[O:15])[CH:7]=[CH:8][C:3]=1[CH2:2][NH:1][S:14]([CH3:13])(=[O:16])=[O:15]. Given the reactants [NH2:1][CH2:2][C:3]1[CH:8]=[CH:7][C:6]([CH2:9][CH2:10][NH2:11])=[CH:5][C:4]=1[F:12].[CH3:13][S:14]([Cl:17])(=[O:16])=[O:15].C1CCN2C(=NCCC2)CC1, predict the reaction product. (9) The product is: [C:1]([O:5][C:6](=[O:35])[CH2:7][N:8]1[C:12]([NH2:13])=[C:11]([C:14]2[CH:27]=[CH:26][C:17]3[N:18]([CH2:24][CH3:25])[C:19](=[O:23])[N:20]([CH2:21][CH3:22])[C:16]=3[CH:15]=2)[C:10]([C:28]2[CH:29]=[C:30]([CH3:34])[CH:31]=[CH:32][CH:33]=2)=[N:9]1)([CH3:2])([CH3:3])[CH3:4].[CH2:24]([N:18]1[C:17]2[CH:26]=[CH:27][C:14]([C:11]3[C:10]([C:28]4[CH:29]=[C:30]([CH3:34])[CH:31]=[CH:32][CH:33]=4)=[N:9][N:8]4[CH2:7][C:6](=[O:35])[NH:13][C:12]=34)=[CH:15][C:16]=2[N:20]([CH2:21][CH3:22])[C:19]1=[O:23])[CH3:25]. Given the reactants [C:1]([O:5][C:6](=[O:35])[CH2:7][N:8]1[C:12]([NH2:13])=[C:11]([C:14]2[CH:27]=[CH:26][C:17]3[N:18]([CH2:24][CH3:25])[C:19](=[O:23])[N:20]([CH2:21][CH3:22])[C:16]=3[CH:15]=2)[C:10]([C:28]2[CH:29]=[C:30]([CH3:34])[CH:31]=[CH:32][CH:33]=2)=[N:9]1)([CH3:4])([CH3:3])[CH3:2].C(Cl)(Cl)Cl, predict the reaction product. (10) Given the reactants C([O:8][C:9]1[CH:10]=[CH:11][C:12]2[C:13]3[N:21]([CH2:22][CH2:23][CH3:24])[C:20]([CH2:25][CH2:26][O:27][CH3:28])=[N:19][C:14]=3[CH:15]=[N:16][C:17]=2[CH:18]=1)C1C=CC=CC=1.[CH2:29](N)[CH2:30][CH3:31].C([NH2:37])C(C)C.CO[CH2:40][CH2:41][C:42](Cl)=O.C(OC)(OC)(OC)CCC.FC1C=CC=CC=1.[CH3:62][S:63](C1C=CC(F)=CC=1)(=[O:65])=[O:64], predict the reaction product. The product is: [CH3:62][S:63]([C:30]1[CH:31]=[CH:42][C:41]([O:8][C:9]2[CH:10]=[CH:11][C:12]3[C:13]4[N:21]([CH2:22][CH2:23][CH3:24])[C:20]([CH2:25][CH2:26][O:27][CH3:28])=[N:19][C:14]=4[C:15]([NH2:37])=[N:16][C:17]=3[CH:18]=2)=[CH:40][CH:29]=1)(=[O:65])=[O:64].